Dataset: Merck oncology drug combination screen with 23,052 pairs across 39 cell lines. Task: Regression. Given two drug SMILES strings and cell line genomic features, predict the synergy score measuring deviation from expected non-interaction effect. (1) Drug 1: O=C(CCCCCCC(=O)Nc1ccccc1)NO. Drug 2: CCC1(O)C(=O)OCc2c1cc1n(c2=O)Cc2cc3c(CN(C)C)c(O)ccc3nc2-1. Cell line: MDAMB436. Synergy scores: synergy=9.72. (2) Drug 1: COc1cccc2c1C(=O)c1c(O)c3c(c(O)c1C2=O)CC(O)(C(=O)CO)CC3OC1CC(N)C(O)C(C)O1. Drug 2: O=C(CCCCCCC(=O)Nc1ccccc1)NO. Cell line: A2780. Synergy scores: synergy=1.04. (3) Drug 1: O=C(NOCC(O)CO)c1ccc(F)c(F)c1Nc1ccc(I)cc1F. Drug 2: Cn1c(=O)n(-c2ccc(C(C)(C)C#N)cc2)c2c3cc(-c4cnc5ccccc5c4)ccc3ncc21. Cell line: NCIH520. Synergy scores: synergy=30.6. (4) Drug 1: COc1cccc2c1C(=O)c1c(O)c3c(c(O)c1C2=O)CC(O)(C(=O)CO)CC3OC1CC(N)C(O)C(C)O1. Drug 2: Cc1nc(Nc2ncc(C(=O)Nc3c(C)cccc3Cl)s2)cc(N2CCN(CCO)CC2)n1. Cell line: SW837. Synergy scores: synergy=42.5. (5) Drug 1: CCC1(O)CC2CN(CCc3c([nH]c4ccccc34)C(C(=O)OC)(c3cc4c(cc3OC)N(C)C3C(O)(C(=O)OC)C(OC(C)=O)C5(CC)C=CCN6CCC43C65)C2)C1. Drug 2: O=C(NOCC(O)CO)c1ccc(F)c(F)c1Nc1ccc(I)cc1F. Cell line: SW620. Synergy scores: synergy=21.1. (6) Drug 1: CCC1=CC2CN(C1)Cc1c([nH]c3ccccc13)C(C(=O)OC)(c1cc3c(cc1OC)N(C)C1C(O)(C(=O)OC)C(OC(C)=O)C4(CC)C=CCN5CCC31C54)C2. Drug 2: COC1CC2CCC(C)C(O)(O2)C(=O)C(=O)N2CCCCC2C(=O)OC(C(C)CC2CCC(OP(C)(C)=O)C(OC)C2)CC(=O)C(C)C=C(C)C(O)C(OC)C(=O)C(C)CC(C)C=CC=CC=C1C. Cell line: UACC62. Synergy scores: synergy=4.54. (7) Drug 1: CN(Cc1cnc2nc(N)nc(N)c2n1)c1ccc(C(=O)NC(CCC(=O)O)C(=O)O)cc1. Drug 2: CNC(=O)c1cc(Oc2ccc(NC(=O)Nc3ccc(Cl)c(C(F)(F)F)c3)cc2)ccn1. Cell line: HT29. Synergy scores: synergy=-6.53. (8) Drug 1: CC1CC2C3CCC4=CC(=O)C=CC4(C)C3(F)C(O)CC2(C)C1(O)C(=O)CO. Drug 2: Cn1c(=O)n(-c2ccc(C(C)(C)C#N)cc2)c2c3cc(-c4cnc5ccccc5c4)ccc3ncc21. Cell line: PA1. Synergy scores: synergy=26.8. (9) Drug 1: N#Cc1ccc(Cn2cncc2CN2CCN(c3cccc(Cl)c3)C(=O)C2)cc1. Drug 2: COC1CC2CCC(C)C(O)(O2)C(=O)C(=O)N2CCCCC2C(=O)OC(C(C)CC2CCC(OP(C)(C)=O)C(OC)C2)CC(=O)C(C)C=C(C)C(O)C(OC)C(=O)C(C)CC(C)C=CC=CC=C1C. Cell line: PA1. Synergy scores: synergy=21.1.